Task: Predict the product of the given reaction.. Dataset: Forward reaction prediction with 1.9M reactions from USPTO patents (1976-2016) (1) Given the reactants [I:1][C:2]1[CH:10]=[CH:9][C:8]([OH:11])=[CH:7][C:3]=1[C:4]([OH:6])=[O:5].[C:12](=[O:15])([O-])[O-].[Cs+].[Cs+].[CH3:18][O:19][C:20]1[CH:27]=[CH:26][C:23]([CH2:24]Cl)=[CH:22][CH:21]=1.C([O-])(O)=O.[Na+], predict the reaction product. The product is: [CH3:18][O:19][C:20]1[CH:27]=[CH:26][C:23]([CH2:24][O:5][C:4](=[O:6])[C:3]2[CH:7]=[C:8]([O:11][CH2:4][C:3]3[CH:7]=[CH:8][C:9]([O:15][CH3:12])=[CH:10][CH:2]=3)[CH:9]=[CH:10][C:2]=2[I:1])=[CH:22][CH:21]=1. (2) Given the reactants [Cl:1][C:2]1[C:7]([CH:8]([NH:11]C(=O)CCC2C=CC(OCC#C)=C(OC)C=2)[C:9]#[N:10])=[CH:6][CH:5]=[C:4](C)[CH:3]=1.[Cl:29]C1C(CCC(O)=O)=CC(OC)=C(OCC#C)C=1, predict the reaction product. The product is: [ClH:1].[NH2:11][CH:8]([C:7]1[CH:6]=[CH:5][C:4]([Cl:29])=[CH:3][CH:2]=1)[C:9]#[N:10]. (3) Given the reactants [Cl:1][C:2]1[CH:7]=[CH:6][C:5]([OH:8])=[CH:4][CH:3]=1.C(N(CC)CC)C.[F:16][C:17]1[CH:22]=[C:21]([F:23])[C:20]([F:24])=[CH:19][C:18]=1[S:25](Cl)(=[O:27])=[O:26], predict the reaction product. The product is: [F:16][C:17]1[CH:22]=[C:21]([F:23])[C:20]([F:24])=[CH:19][C:18]=1[S:25]([O:8][C:5]1[CH:6]=[CH:7][C:2]([Cl:1])=[CH:3][CH:4]=1)(=[O:27])=[O:26]. (4) Given the reactants [CH3:1][O:2][C:3](=[O:12])[C:4]1[CH:9]=[C:8]([OH:10])[CH:7]=[C:6]([Cl:11])[CH:5]=1.[H-].[Na+].Br[CH2:16][CH2:17][O:18][CH3:19], predict the reaction product. The product is: [CH3:1][O:2][C:3](=[O:12])[C:4]1[CH:9]=[C:8]([O:10][CH2:16][CH2:17][O:18][CH3:19])[CH:7]=[C:6]([Cl:11])[CH:5]=1. (5) Given the reactants [Br:1][C:2]1[CH:7]=[C:6]([Cl:8])[CH:5]=[CH:4][C:3]=1[NH:9][C:10]([C:12]1[CH:13]=[N:14][N:15]([CH:17]2[CH2:22][CH2:21][CH2:20][CH2:19][O:18]2)[CH:16]=1)=[O:11].[C:23]([O:27][K])([CH3:26])([CH3:25])[CH3:24].[C:29]([O-:32])([O-])=O.[K+].[K+], predict the reaction product. The product is: [C:23]([O:27][C:29](=[O:32])[NH:9][CH2:3][CH2:2][CH2:7][N:9]([C:3]1[CH:4]=[CH:5][C:6]([Cl:8])=[CH:7][C:2]=1[Br:1])[C:10]([C:12]1[CH:13]=[N:14][N:15]([CH:17]2[CH2:22][CH2:21][CH2:20][CH2:19][O:18]2)[CH:16]=1)=[O:11])([CH3:26])([CH3:25])[CH3:24]. (6) Given the reactants [F:1][C:2]([F:7])([F:6])[C:3]([OH:5])=[O:4].FC(F)(F)C(O)=O.[Cl:15][C:16]1[CH:17]=[N:18][C:19]2[NH:20][C:21]3[CH:22]=[CH:23][CH:24]=[C:25]([CH:46]=3)[CH2:26][CH2:27][C:28]3[CH:36]=[C:32]([NH:33][C:34]=1[N:35]=2)[CH:31]=[CH:30][C:29]=3[NH:37][C:38]([CH:40]1[CH2:45][CH2:44][CH2:43][NH:42][CH2:41]1)=[O:39].[N:47]([CH:50]1[CH2:54][CH2:53][CH2:52][CH2:51]1)=[C:48]=[O:49], predict the reaction product. The product is: [F:1][C:2]([F:7])([F:6])[C:3]([OH:5])=[O:4].[Cl:15][C:16]1[CH:17]=[N:18][C:19]2[NH:20][C:21]3[CH:22]=[CH:23][CH:24]=[C:25]([CH:46]=3)[CH2:26][CH2:27][C:28]3[CH:36]=[C:32]([NH:33][C:34]=1[N:35]=2)[CH:31]=[CH:30][C:29]=3[NH:37][C:38]([CH:40]1[CH2:45][CH2:44][CH2:43][N:42]([C:48]([NH:47][CH:50]2[CH2:54][CH2:53][CH2:52][CH2:51]2)=[O:49])[CH2:41]1)=[O:39].